Dataset: Catalyst prediction with 721,799 reactions and 888 catalyst types from USPTO. Task: Predict which catalyst facilitates the given reaction. (1) Reactant: [Br:1][C:2]1[CH:3]=[C:4]([B:9]([OH:11])[OH:10])[C:5]([F:8])=[N:6][CH:7]=1.[CH3:12][N:13]([CH2:18][C:19](O)=[O:20])[CH2:14][C:15](O)=[O:16].CS(C)=O. Product: [Br:1][C:2]1[CH:3]=[C:4]([B:9]2[O:11][C:19](=[O:20])[CH2:18][N:13]([CH3:12])[CH2:14][C:15](=[O:16])[O:10]2)[C:5]([F:8])=[N:6][CH:7]=1. The catalyst class is: 11. (2) Reactant: [CH3:1][N:2]([CH3:11])[C:3]1[CH:4]=[C:5](CO)[CH:6]=[CH:7][CH:8]=1.C=O.[C:14](O)(=[O:16])C.C([BH3-])#N.[Na+]. Product: [CH3:11][N:2]([CH3:1])[C:3]1[CH:8]=[CH:7][CH:6]=[CH:5][C:4]=1[CH2:14][OH:16]. The catalyst class is: 84. (3) Reactant: [F:1][C:2]1[CH:10]=[C:9]2[C:5]([C:6]([CH:11]=O)=[CH:7][NH:8]2)=[CH:4][CH:3]=1.[NH2:13]O.C([O-])=O.[Na+].O. Product: [F:1][C:2]1[CH:10]=[C:9]2[C:5]([C:6]([C:11]#[N:13])=[CH:7][NH:8]2)=[CH:4][CH:3]=1. The catalyst class is: 106. (4) Reactant: [C:1]([O:5][C:6](=[O:23])[C:7]([CH3:22])([S:9][C:10]1[S:11][CH:12]=[C:13]([CH2:15][CH2:16][O:17]S(C)(=O)=O)[N:14]=1)[CH3:8])([CH3:4])([CH3:3])[CH3:2].[F:24][C:25]([F:39])([F:38])[C:26]1[CH:27]=[C:28]([N:32]2[CH:36]=[C:35](O)[CH:34]=[N:33]2)[CH:29]=[CH:30][CH:31]=1.C(=O)([O-])[O-].[K+].[K+].O. The catalyst class is: 9. Product: [C:1]([O:5][C:6](=[O:23])[C:7]([CH3:8])([S:9][C:10]1[S:11][CH:12]=[C:13]([CH2:15][CH2:16][O:17][C:35]2[CH:34]=[N:33][N:32]([C:28]3[CH:29]=[CH:30][CH:31]=[C:26]([C:25]([F:38])([F:39])[F:24])[CH:27]=3)[CH:36]=2)[N:14]=1)[CH3:22])([CH3:2])([CH3:3])[CH3:4]. (5) Reactant: [CH3:1][C:2]1[C:7]([Br:8])=[CH:6][CH:5]=[CH:4][C:3]=1[N:9]1[C:13](=[O:14])[NH:12][N:11]=[N:10]1.[CH3:15]N(C)C=O.[H-].[Na+].CI. Product: [CH3:1][C:2]1[C:7]([Br:8])=[CH:6][CH:5]=[CH:4][C:3]=1[N:9]1[C:13](=[O:14])[N:12]([CH3:15])[N:11]=[N:10]1. The catalyst class is: 6. (6) The catalyst class is: 8. Product: [Cl:3][C:4]1[CH:9]=[C:8]([F:10])[CH:7]=[CH:6][C:5]=1[C:11]1[C:12]([O:42][CH2:43][CH3:44])=[CH:13][C:14]([CH2:20][N:21]2[CH2:22][C:23]3([CH2:28][C:27]([N:29]4[CH2:34][CH2:33][C:32]([CH2:40][CH3:41])([C:35]([OH:37])=[O:36])[CH2:31][CH2:30]4)=[N:26][O:25]3)[CH2:24]2)=[CH:15][C:16]=1[O:17][CH2:18][CH3:19]. Reactant: [OH-].[Na+].[Cl:3][C:4]1[CH:9]=[C:8]([F:10])[CH:7]=[CH:6][C:5]=1[C:11]1[C:16]([O:17][CH2:18][CH3:19])=[CH:15][C:14]([CH2:20][N:21]2[CH2:24][C:23]3([CH2:28][C:27]([N:29]4[CH2:34][CH2:33][C:32]([CH2:40][CH3:41])([C:35]([O:37]CC)=[O:36])[CH2:31][CH2:30]4)=[N:26][O:25]3)[CH2:22]2)=[CH:13][C:12]=1[O:42][CH2:43][CH3:44]. (7) Reactant: [Si:1]([O:18][CH:19]1[CH2:24][NH:23][CH:22]([C:25]2[CH:32]=[CH:31][C:28]([C:29]#[N:30])=[CH:27][CH:26]=2)[CH2:21][CH2:20]1)([C:14]([CH3:17])([CH3:16])[CH3:15])([C:8]1[CH:13]=[CH:12][CH:11]=[CH:10][CH:9]=1)[C:2]1[CH:7]=[CH:6][CH:5]=[CH:4][CH:3]=1.CCN(CC)CC.[CH:40]1[CH:45]=[CH:44][C:43]([CH2:46][O:47][C:48](Cl)=[O:49])=[CH:42][CH:41]=1. Product: [Si:1]([O:18][CH:19]1[CH2:24][N:23]([C:48]([O:47][CH2:46][C:43]2[CH:44]=[CH:45][CH:40]=[CH:41][CH:42]=2)=[O:49])[CH:22]([C:25]2[CH:32]=[CH:31][C:28]([C:29]#[N:30])=[CH:27][CH:26]=2)[CH2:21][CH2:20]1)([C:14]([CH3:16])([CH3:15])[CH3:17])([C:8]1[CH:9]=[CH:10][CH:11]=[CH:12][CH:13]=1)[C:2]1[CH:3]=[CH:4][CH:5]=[CH:6][CH:7]=1. The catalyst class is: 2. (8) The catalyst class is: 7. Product: [CH3:1][C:2]1[CH:3]=[C:4]([CH:6]=[CH:7][C:8]=1[O:9][C:10]1[CH:15]=[CH:14][CH:13]=[C:12](/[CH:16]=[CH:17]/[CH:18]([CH3:20])[CH3:19])[CH:11]=1)[NH2:5]. Reactant: [CH3:1][C:2]1[CH:3]=[C:4]([CH:6]=[CH:7][C:8]=1[O:9][C:10]1[CH:15]=[CH:14][CH:13]=[C:12]([CH:16]=[CH:17][CH:18]([CH3:20])[CH3:19])[CH:11]=1)[NH2:5].C1(SSC2C=CC=CC=2)C=CC=CC=1.N(C(CC)C#N)=NC(CC)C#N.O.